This data is from Forward reaction prediction with 1.9M reactions from USPTO patents (1976-2016). The task is: Predict the product of the given reaction. (1) Given the reactants [CH2:1]([O:5][C:6]1[CH:10]=[C:9]([C:11](N(OC)C)=[O:12])[N:8]([CH2:17][C:18]2[CH:23]=[CH:22][C:21]([C:24]([F:27])([F:26])[F:25])=[CH:20][C:19]=2[Cl:28])[N:7]=1)[CH2:2][CH2:3][CH3:4].[H-].C([Al+]CC(C)C)C(C)C.CO.[C@H](O)(C([O-])=O)[C@@H](O)C([O-])=O.[Na+].[K+], predict the reaction product. The product is: [CH2:1]([O:5][C:6]1[CH:10]=[C:9]([CH:11]=[O:12])[N:8]([CH2:17][C:18]2[CH:23]=[CH:22][C:21]([C:24]([F:27])([F:26])[F:25])=[CH:20][C:19]=2[Cl:28])[N:7]=1)[CH2:2][CH2:3][CH3:4]. (2) Given the reactants Cl.[CH3:2][CH:3]([O:5][C:6]1[CH:13]=[CH:12][C:11]([C:14]2[O:18][N:17]=[C:16]([C:19]3[CH:29]=[CH:28][C:22]4[CH2:23][CH2:24][NH:25][CH2:26][CH2:27][C:21]=4[CH:20]=3)[N:15]=2)=[CH:10][C:7]=1[C:8]#[N:9])[CH3:4].CCN(C(C)C)C(C)C.Br[CH2:40][CH2:41][CH2:42][C:43]([O:45][CH2:46][CH3:47])=[O:44], predict the reaction product. The product is: [C:8]([C:7]1[CH:10]=[C:11]([C:14]2[O:18][N:17]=[C:16]([C:19]3[CH:29]=[CH:28][C:22]4[CH2:23][CH2:24][N:25]([CH2:40][CH2:41][CH2:42][C:43]([O:45][CH2:46][CH3:47])=[O:44])[CH2:26][CH2:27][C:21]=4[CH:20]=3)[N:15]=2)[CH:12]=[CH:13][C:6]=1[O:5][CH:3]([CH3:2])[CH3:4])#[N:9]. (3) Given the reactants [Cl:1][C:2]1[N:3]=[C:4]([CH:7]([OH:27])[C:8]2[NH:9][C:10]([C:21]3[CH:26]=[CH:25][CH:24]=[CH:23][CH:22]=3)=[C:11]3[C:16](=[O:17])[N:15]([CH3:18])[C:14](=[O:19])[N:13]([CH3:20])[C:12]=23)[S:5][CH:6]=1.[F:28]C1C=C(C2NC(C=O)=C3C=2C(=O)N(C)C(=O)N3C)C=CC=1.C(C1C=C(C2N(CCC(N(OC)C)=O)C=C3C=2C(=O)N(C)C(=O)N3C)C=CC=1)#N, predict the reaction product. The product is: [Cl:1][C:2]1[N:3]=[C:4]([CH:7]([OH:27])[C:8]2[NH:9][C:10]([C:21]3[CH:22]=[CH:23][CH:24]=[C:25]([F:28])[CH:26]=3)=[C:11]3[C:16](=[O:17])[N:15]([CH3:18])[C:14](=[O:19])[N:13]([CH3:20])[C:12]=23)[S:5][CH:6]=1. (4) Given the reactants [NH2:1][C:2]1[C:7]([C:8]([C:10]2[CH:15]=[CH:14][C:13]([O:16][CH3:17])=[CH:12][CH:11]=2)=[O:9])=[CH:6][N:5]=[C:4](S(CC)=O)[N:3]=1.FC(F)(F)C(O)=O.[CH3:29][S:30]([N:33]1[CH2:38][CH2:37][CH:36]([NH2:39])[CH2:35][CH2:34]1)(=[O:32])=[O:31], predict the reaction product. The product is: [NH2:1][C:2]1[C:7]([C:8]([C:10]2[CH:11]=[CH:12][C:13]([O:16][CH3:17])=[CH:14][CH:15]=2)=[O:9])=[CH:6][N:5]=[C:4]([NH:39][CH:36]2[CH2:37][CH2:38][N:33]([S:30]([CH3:29])(=[O:32])=[O:31])[CH2:34][CH2:35]2)[N:3]=1. (5) The product is: [CH3:1][C:2]1[CH:3]=[C:4]([CH:30]=[CH:31][C:32]=1[S:33]([CH3:37])(=[N:34][C:35]#[N:36])=[O:40])[CH2:5][NH:6][C:7]([C:9]1[C:14](=[O:15])[C:13]([C:16]2[CH:21]=[CH:20][CH:19]=[C:18]([C:22]([F:25])([F:24])[F:23])[CH:17]=2)=[C:12]([CH3:26])[N:11]([CH:27]([CH3:29])[CH3:28])[CH:10]=1)=[O:8]. Given the reactants [CH3:1][C:2]1[CH:3]=[C:4]([CH:30]=[CH:31][C:32]=1[S:33]([CH3:37])=[N:34][C:35]#[N:36])[CH2:5][NH:6][C:7]([C:9]1[C:14](=[O:15])[C:13]([C:16]2[CH:21]=[CH:20][CH:19]=[C:18]([C:22]([F:25])([F:24])[F:23])[CH:17]=2)=[C:12]([CH3:26])[N:11]([CH:27]([CH3:29])[CH3:28])[CH:10]=1)=[O:8].C(O)(=[O:40])C.[Mn]([O-])(=O)(=O)=O.[K+].S([O-])([O-])(=O)=S.[Na+].[Na+], predict the reaction product. (6) Given the reactants [C:1]1(=[O:11])[C:10]2[C:5](=[CH:6][CH:7]=[CH:8][CH:9]=2)[CH2:4][CH2:3][CH2:2]1.CC([O-])(C)C.[K+], predict the reaction product. The product is: [C@@H:1]1([OH:11])[C:10]2[C:5](=[CH:6][CH:7]=[CH:8][CH:9]=2)[CH2:4][CH2:3][CH2:2]1. (7) Given the reactants Br[C:2]1[CH:7]=[CH:6][C:5]([OH:8])=[C:4]([CH:9]([CH3:11])[CH3:10])[CH:3]=1.[CH3:12][N:13](C=O)C, predict the reaction product. The product is: [C:12]([C:2]1[CH:7]=[CH:6][C:5]([OH:8])=[C:4]([CH:9]([CH3:11])[CH3:10])[CH:3]=1)#[N:13]. (8) Given the reactants [CH3:1][C:2]1[CH:7]=[CH:6][C:5]([C:8]2[CH:13]=[CH:12][C:11]([C:14]3[O:18][N:17]=[C:16]([C:19]4[CH:31]=[CH:30][C:22]([CH2:23][NH:24][CH2:25][C:26]([O:28][CH3:29])=[O:27])=[CH:21][CH:20]=4)[N:15]=3)=[CH:10][CH:9]=2)=[CH:4][CH:3]=1.[F:32][C:33]1[CH:41]=[C:40]([NH:42][C:43](=[O:57])[CH2:44][C:45]2[CH:50]=[CH:49][C:48]([O:51][CH3:52])=[CH:47][C:46]=2[C:53]([F:56])([F:55])[F:54])[CH:39]=[CH:38][C:34]=1[C:35](O)=[O:36].CN(C(ON1N=NC2C=CC=NC1=2)=[N+](C)C)C.F[P-](F)(F)(F)(F)F, predict the reaction product. The product is: [F:32][C:33]1[CH:41]=[C:40]([NH:42][C:43](=[O:57])[CH2:44][C:45]2[CH:50]=[CH:49][C:48]([O:51][CH3:52])=[CH:47][C:46]=2[C:53]([F:55])([F:56])[F:54])[CH:39]=[CH:38][C:34]=1[C:35]([N:24]([CH2:25][C:26]([O:28][CH3:29])=[O:27])[CH2:23][C:22]1[CH:30]=[CH:31][C:19]([C:16]2[N:15]=[C:14]([C:11]3[CH:10]=[CH:9][C:8]([C:5]4[CH:4]=[CH:3][C:2]([CH3:1])=[CH:7][CH:6]=4)=[CH:13][CH:12]=3)[O:18][N:17]=2)=[CH:20][CH:21]=1)=[O:36]. (9) Given the reactants [F:1][C:2]1[CH:7]=[CH:6][C:5]([C:8]2[CH:9]=[CH:10][C:11]3[N:12]([N:14]=[CH:15][C:16]=3[C:17]3[CH:18]=[C:19]([NH2:23])[CH:20]=[CH:21][CH:22]=3)[CH:13]=2)=[CH:4][CH:3]=1.CCN(CC)CC.[CH2:31]([N:33]=[C:34]=[O:35])[CH3:32], predict the reaction product. The product is: [CH2:31]([NH:33][C:34]([NH:23][C:19]1[CH:20]=[CH:21][CH:22]=[C:17]([C:16]2[CH:15]=[N:14][N:12]3[CH:13]=[C:8]([C:5]4[CH:4]=[CH:3][C:2]([F:1])=[CH:7][CH:6]=4)[CH:9]=[CH:10][C:11]=23)[CH:18]=1)=[O:35])[CH3:32].